This data is from Catalyst prediction with 721,799 reactions and 888 catalyst types from USPTO. The task is: Predict which catalyst facilitates the given reaction. (1) Reactant: [F:1][C:2]1[CH:9]=[CH:8][CH:7]=[CH:6][C:3]=1[CH:4]=O.[CH2:10]([O:12][CH:13]([O:16][CH2:17][CH3:18])[CH2:14][NH2:15])[CH3:11].C(OCC)C. Product: [CH2:10]([O:12][CH:13]([O:16][CH2:17][CH3:18])[CH2:14][N:15]=[CH:4][C:3]1[CH:6]=[CH:7][CH:8]=[CH:9][C:2]=1[F:1])[CH3:11]. The catalyst class is: 6. (2) Reactant: [Cl:1][C:2]1[CH:11]=[CH:10][CH:9]=[C:8]2[C:3]=1[C:4]([F:14])([F:13])[C:5](=O)[NH:6][CH2:7]2.Cl. Product: [Cl:1][C:2]1[CH:11]=[CH:10][CH:9]=[C:8]2[C:3]=1[C:4]([F:13])([F:14])[CH2:5][NH:6][CH2:7]2. The catalyst class is: 1.